This data is from Catalyst prediction with 721,799 reactions and 888 catalyst types from USPTO. The task is: Predict which catalyst facilitates the given reaction. (1) Reactant: [F:1][C:2]1[CH:7]=[CH:6][C:5]([C:8]2[O:9][C:10]3[CH:20]=[C:19]([NH:21][S:22]([CH3:25])(=[O:24])=[O:23])[C:18]([C:26]4[CH:31]=[CH:30][CH:29]=[CH:28][CH:27]=4)=[CH:17][C:11]=3[C:12]=2[C:13]([NH:15][CH3:16])=[O:14])=[CH:4][CH:3]=1.C1C=CC2N([OH:41])N=NC=2C=1.CCN=C=NC[CH2:48][CH2:49]N(C)C.CN.CCN(CC)CC. Product: [F:1][C:2]1[CH:3]=[CH:4][C:5]([C:8]2[O:9][C:10]3[CH:20]=[C:19]([N:21]([CH2:48][CH2:49][OH:41])[S:22]([CH3:25])(=[O:23])=[O:24])[C:18]([C:26]4[CH:27]=[CH:28][CH:29]=[CH:30][CH:31]=4)=[CH:17][C:11]=3[C:12]=2[C:13]([NH:15][CH3:16])=[O:14])=[CH:6][CH:7]=1. The catalyst class is: 18. (2) Reactant: [N+:1]([C:4]1[CH:20]=[CH:19][C:7]([C:8]([O:10][CH2:11][CH2:12][CH2:13][CH2:14][C@H:15]([OH:18])[CH2:16][OH:17])=[O:9])=[CH:6][CH:5]=1)([O-:3])=[O:2].[C:21]1([C:27]([C:35]2[CH:40]=[CH:39][CH:38]=[CH:37][CH:36]=2)([C:29]2[CH:34]=[CH:33][CH:32]=[CH:31][CH:30]=2)Cl)[CH:26]=[CH:25][CH:24]=[CH:23][CH:22]=1.C(N(CC)CC)C.O. Product: [N+:1]([C:4]1[CH:5]=[CH:6][C:7]([C:8]([O:10][CH2:11][CH2:12][CH2:13][CH2:14][C@H:15]([OH:18])[CH2:16][O:17][C:27]([C:21]2[CH:26]=[CH:25][CH:24]=[CH:23][CH:22]=2)([C:35]2[CH:36]=[CH:37][CH:38]=[CH:39][CH:40]=2)[C:29]2[CH:30]=[CH:31][CH:32]=[CH:33][CH:34]=2)=[O:9])=[CH:19][CH:20]=1)([O-:3])=[O:2]. The catalyst class is: 546. (3) Reactant: Cl.[O:2]=[C:3]1[C:11]2[C:6](=[CH:7][CH:8]=[CH:9][CH:10]=2)[C:5](=[O:12])[N:4]1[C:13]1[C:17]2=[N:18][CH:19]=[C:20]([NH:22]C(=O)OC(C)(C)C)[CH:21]=[C:16]2[O:15][N:14]=1. Product: [NH2:22][C:20]1[CH:21]=[C:16]2[O:15][N:14]=[C:13]([N:4]3[C:5](=[O:12])[C:6]4[C:11](=[CH:10][CH:9]=[CH:8][CH:7]=4)[C:3]3=[O:2])[C:17]2=[N:18][CH:19]=1. The catalyst class is: 12. (4) Reactant: Cl[CH2:2][CH2:3][CH2:4][S:5]([CH3:8])(=[O:7])=[O:6].[NH:9]1[C:17]2[CH:16]=[CH:15][CH:14]=[C:13]([OH:18])[C:12]=2[CH:11]=[CH:10]1.C([O-])([O-])=O.[K+].[K+]. Product: [CH3:8][S:5]([CH2:4][CH2:3][CH2:2][O:18][C:13]1[CH:14]=[CH:15][CH:16]=[C:17]2[C:12]=1[CH:11]=[CH:10][NH:9]2)(=[O:7])=[O:6]. The catalyst class is: 23. (5) Reactant: Cl[C:2]1[C:3]([CH2:13][CH3:14])=[C:4]([CH3:12])[C:5]2[N:6]([C:8]([NH2:11])=[N:9][N:10]=2)[N:7]=1.[O-:15][CH2:16][CH3:17].[Na+]. Product: [CH2:16]([O:15][C:2]1[C:3]([CH2:13][CH3:14])=[C:4]([CH3:12])[C:5]2[N:6]([C:8]([NH2:11])=[N:9][N:10]=2)[N:7]=1)[CH3:17]. The catalyst class is: 8. (6) Reactant: C(N(CC)CC)C.[C:8]([C@H:11]1[N:21]2[C@@H:15]([S:16][CH2:17][CH2:18][C@H:19]([NH:23][C:24](=[O:30])[O:25][C:26]([CH3:29])([CH3:28])[CH3:27])[C:20]2=[O:22])[CH2:14][CH2:13][CH2:12]1)(=O)[NH2:9].C(OC(C(F)(F)F)=O)(C(F)(F)F)=O. Product: [C:8]([C@H:11]1[N:21]2[C@@H:15]([S:16][CH2:17][CH2:18][C@H:19]([NH:23][C:24](=[O:30])[O:25][C:26]([CH3:28])([CH3:27])[CH3:29])[C:20]2=[O:22])[CH2:14][CH2:13][CH2:12]1)#[N:9]. The catalyst class is: 2. (7) Reactant: [Br:1][C:2]1[C:3](Cl)=[N:4][C:5]([NH:8][C:9]2[CH:14]=[CH:13][C:12]([F:15])=[C:11]([Cl:16])[CH:10]=2)=[N:6][CH:7]=1.C(N(CC)C(C)C)(C)C.[N:27]1([CH2:32][CH2:33][NH2:34])[CH:31]=[CH:30][N:29]=[CH:28]1. Product: [Br:1][C:2]1[C:3]([NH:34][CH2:33][CH2:32][N:27]2[CH:31]=[CH:30][N:29]=[CH:28]2)=[N:4][C:5]([NH:8][C:9]2[CH:14]=[CH:13][C:12]([F:15])=[C:11]([Cl:16])[CH:10]=2)=[N:6][CH:7]=1. The catalyst class is: 37.